Dataset: Forward reaction prediction with 1.9M reactions from USPTO patents (1976-2016). Task: Predict the product of the given reaction. (1) The product is: [CH3:21][O:20][C:15]1[CH:16]=[C:17]2[C:12](=[CH:13][CH:14]=1)[NH:11][C:10]1[C:9](=[O:22])[NH:8][CH:7]([CH2:6][C:23]#[N:24])[CH2:19][C:18]2=1. Given the reactants CS(O[CH2:6][CH:7]1[CH2:19][C:18]2[C:17]3[C:12](=[CH:13][CH:14]=[C:15]([O:20][CH3:21])[CH:16]=3)[NH:11][C:10]=2[C:9](=[O:22])[NH:8]1)(=O)=O.[C-:23]#[N:24].[K+], predict the reaction product. (2) Given the reactants [CH2:1]([C:3]1[C:8]([CH2:9][OH:10])=[CH:7][CH:6]=[CH:5][C:4]=1[NH:11][C:12]1[C:21]2[C:16](=[CH:17][C:18]([O:24][CH2:25][CH2:26][CH2:27][NH:28][CH:29]([CH3:31])[CH3:30])=[C:19]([O:22][CH3:23])[CH:20]=2)[N:15]=[CH:14][C:13]=1[C:32]([NH2:34])=[O:33])[CH3:2].[CH2:35](N(CC)CC)C.CN1[C:47](=[O:48])[CH2:46][CH2:45]C1, predict the reaction product. The product is: [CH2:1]([C:3]1[C:8]([CH2:9][OH:10])=[CH:7][CH:6]=[CH:5][C:4]=1[NH:11][C:12]1[C:21]2[C:16](=[CH:17][C:18]([O:24][CH2:25][CH2:26][CH2:27][N:28]([C:47](=[O:48])[CH:46]([CH3:35])[CH3:45])[CH:29]([CH3:30])[CH3:31])=[C:19]([O:22][CH3:23])[CH:20]=2)[N:15]=[CH:14][C:13]=1[C:32]([NH2:34])=[O:33])[CH3:2]. (3) Given the reactants O.[OH-].[Li+].C[O:5][C:6](=[O:37])[CH2:7][C:8]1[C:17]([CH3:18])=[C:16]([C:19]2[CH:24]=[CH:23][C:22]([S:25](=[O:35])(=[O:34])[NH:26][C:27]3[CH:32]=[CH:31][C:30]([F:33])=[CH:29][CH:28]=3)=[CH:21][CH:20]=2)[C:15]2[C:10](=[CH:11][CH:12]=[C:13]([F:36])[CH:14]=2)[CH:9]=1.C1COCC1.O, predict the reaction product. The product is: [F:36][C:13]1[CH:14]=[C:15]2[C:10](=[CH:11][CH:12]=1)[CH:9]=[C:8]([CH2:7][C:6]([OH:37])=[O:5])[C:17]([CH3:18])=[C:16]2[C:19]1[CH:20]=[CH:21][C:22]([S:25](=[O:34])(=[O:35])[NH:26][C:27]2[CH:32]=[CH:31][C:30]([F:33])=[CH:29][CH:28]=2)=[CH:23][CH:24]=1. (4) Given the reactants [CH2:1]([NH:3][C:4]([NH:6][C:7]1[CH:12]=[CH:11][C:10](B2OC(C)(C)C(C)(C)O2)=[CH:9][N:8]=1)=[O:5])[CH3:2].I[C:23]1[CH:24]=[C:25]2[C:30](=[CH:31][CH:32]=1)[N:29]([CH2:33][CH2:34][O:35][CH3:36])[CH:28]=[C:27]([C:37]([O:39][CH2:40][CH3:41])=[O:38])[C:26]2=[O:42].C(=O)([O-])[O-].[Cs+].[Cs+], predict the reaction product. The product is: [CH2:1]([NH:3][C:4](=[O:5])[NH:6][C:7]1[N:8]=[CH:9][C:10]([C:23]2[CH:24]=[C:25]3[C:30](=[CH:31][CH:32]=2)[N:29]([CH2:33][CH2:34][O:35][CH3:36])[CH:28]=[C:27]([C:37]([O:39][CH2:40][CH3:41])=[O:38])[C:26]3=[O:42])=[CH:11][CH:12]=1)[CH3:2]. (5) Given the reactants [NH2:1][CH:2]([CH2:6][C:7]([F:10])([F:9])[F:8])[C:3]([OH:5])=[O:4].[OH-].[Na+].Cl[C:14]([O:16][CH2:17][C:18]1[CH:23]=[CH:22][CH:21]=[CH:20][CH:19]=1)=[O:15], predict the reaction product. The product is: [CH2:17]([O:16][C:14]([NH:1][CH:2]([CH2:6][C:7]([F:10])([F:9])[F:8])[C:3]([OH:5])=[O:4])=[O:15])[C:18]1[CH:23]=[CH:22][CH:21]=[CH:20][CH:19]=1. (6) Given the reactants [CH3:1][S:2][C:3](=[NH:25])[CH:4]([NH:16][C:17]1[CH:22]=[CH:21][C:20]([C:23]#[N:24])=[CH:19][CH:18]=1)[C:5]1[CH:10]=[C:9]([O:11][CH3:12])[CH:8]=[C:7]([O:13][CH3:14])[C:6]=1[F:15], predict the reaction product. The product is: [CH3:1][S:2][C:3](=[NH:25])[C:4](=[N:16][C:17]1[CH:18]=[CH:19][C:20]([C:23]#[N:24])=[CH:21][CH:22]=1)[C:5]1[CH:10]=[C:9]([O:11][CH3:12])[CH:8]=[C:7]([O:13][CH3:14])[C:6]=1[F:15]. (7) Given the reactants [F:1][C:2]1[CH:3]=[C:4](B(O)O)[CH:5]=[CH:6][CH:7]=1.Br[C:12]1[CH:13]=[C:14]([CH:18]=[CH:19][CH:20]=1)[C:15]([OH:17])=[O:16].C([O-])([O-])=O.[Na+].[Na+].CN(C=O)C, predict the reaction product. The product is: [F:1][C:2]1[CH:3]=[C:4]([C:12]2[CH:13]=[C:14]([CH:18]=[CH:19][CH:20]=2)[C:15]([OH:17])=[O:16])[CH:5]=[CH:6][CH:7]=1.